From a dataset of Full USPTO retrosynthesis dataset with 1.9M reactions from patents (1976-2016). Predict the reactants needed to synthesize the given product. Given the product [C:26]([O:25][C:23]([N:21]([CH3:22])[C@@H:19]([CH3:20])[C:18]([NH:17][C@H:15]1[CH2:16][N:10]([C:8](=[O:9])[CH2:7][CH2:6][CH2:5][CH2:4][C:3]([OH:48])=[O:2])[C:11]2[CH:47]=[CH:46][CH:45]=[CH:44][C:12]=2[N:13]([CH2:32][C:33]2[C:42]3[C:37](=[CH:38][CH:39]=[CH:40][CH:41]=3)[CH:36]=[CH:35][C:34]=2[CH3:43])[C:14]1=[O:31])=[O:30])=[O:24])([CH3:27])([CH3:29])[CH3:28], predict the reactants needed to synthesize it. The reactants are: C[O:2][C:3](=[O:48])[CH2:4][CH2:5][CH2:6][CH2:7][C:8]([N:10]1[CH2:16][C@H:15]([NH:17][C:18](=[O:30])[C@@H:19]([N:21]([C:23]([O:25][C:26]([CH3:29])([CH3:28])[CH3:27])=[O:24])[CH3:22])[CH3:20])[C:14](=[O:31])[N:13]([CH2:32][C:33]2[C:42]3[C:37](=[CH:38][CH:39]=[CH:40][CH:41]=3)[CH:36]=[CH:35][C:34]=2[CH3:43])[C:12]2[CH:44]=[CH:45][CH:46]=[CH:47][C:11]1=2)=[O:9].[Li+].[OH-].C(O)(=O)CC(CC(O)=O)(C(O)=O)O.